This data is from Forward reaction prediction with 1.9M reactions from USPTO patents (1976-2016). The task is: Predict the product of the given reaction. (1) Given the reactants [Br:1][C:2]1[CH:3]=[CH:4][C:5]2[S:9][C:8](Cl)=[N:7][C:6]=2[CH:11]=1.[Br-].[CH:13]1([Zn+])[CH2:15][CH2:14]1, predict the reaction product. The product is: [Br:1][C:2]1[CH:3]=[CH:4][C:5]2[S:9][C:8]([CH:13]3[CH2:15][CH2:14]3)=[N:7][C:6]=2[CH:11]=1. (2) Given the reactants C(O)CCCCCCCO.BrCC1C2C(=CC=CC=2)C=CC=1.[C:23]1([CH2:33][O:34][CH2:35][CH2:36][CH2:37][CH2:38][CH2:39][CH2:40][CH2:41][CH2:42][OH:43])[C:32]2[C:27](=[CH:28][CH:29]=[CH:30][CH:31]=2)[CH:26]=[CH:25][CH:24]=1.C1(COCCCCCCCC(O)=O)C2C(=CC=CC=2)C=CC=1.Cl.Cl.[CH2:68]([O:75][C:76](=[O:84])[CH2:77][C@@H:78]([NH2:83])[CH2:79][N:80]([CH3:82])[CH3:81])[C:69]1[CH:74]=[CH:73][CH:72]=[CH:71][CH:70]=1, predict the reaction product. The product is: [CH2:68]([O:75][C:76](=[O:84])[CH2:77][C@@H:78]([NH:83][C:42](=[O:43])[CH2:41][CH2:40][CH2:39][CH2:38][CH2:37][CH2:36][CH2:35][O:34][CH2:33][C:23]1[C:32]2[C:27](=[CH:28][CH:29]=[CH:30][CH:31]=2)[CH:26]=[CH:25][CH:24]=1)[CH2:79][N:80]([CH3:81])[CH3:82])[C:69]1[CH:74]=[CH:73][CH:72]=[CH:71][CH:70]=1. (3) Given the reactants [CH3:1][C:2]1[C:3]([C:15]2[CH:20]=[CH:19][CH:18]=[CH:17][CH:16]=2)=[N:4][C:5]2[C:10]([C:11]=1[C:12]([OH:14])=[O:13])=[CH:9][CH:8]=[CH:7][CH:6]=2.[Br:21][N:22]1[C:26](=[O:27])[CH2:25][CH2:24][C:23]1=[O:28].[Cl:29][CH2:30][CH2:31]Cl, predict the reaction product. The product is: [Br:21][CH2:1][C:2]1[C:3]([C:15]2[CH:20]=[CH:19][CH:18]=[CH:17][CH:16]=2)=[N:4][C:5]2[C:10]([C:11]=1[C:12]([OH:14])=[O:13])=[CH:9][CH:8]=[CH:7][CH:6]=2.[C:23]1(=[O:28])[NH:22][C:26](=[O:27])[CH2:25][CH2:24]1.[Cl:29][CH2:30][C:31]1[C:3]([C:15]2[CH:20]=[CH:19][CH:18]=[CH:17][CH:16]=2)=[N:4][C:5]2[C:10]([C:11]=1[C:12]([OH:14])=[O:13])=[CH:9][CH:8]=[CH:7][CH:6]=2. (4) Given the reactants FC(F)(F)C(O)=O.[I:8][C:9]1[C:10]([C:30]([F:36])([F:35])[C:31]([F:34])([F:33])[F:32])=[N:11][N:12]([CH2:14][C:15]2[CH:20]=[CH:19][C:18]([NH:21][C:22](=O)OC(C)(C)C)=[C:17]([CH3:29])[CH:16]=2)[CH:13]=1, predict the reaction product. The product is: [I:8][C:9]1[C:10]([C:30]([F:36])([F:35])[C:31]([F:32])([F:33])[F:34])=[N:11][N:12]([CH2:14][C:15]2[CH:20]=[CH:19][C:18]([NH:21][CH3:22])=[C:17]([CH3:29])[CH:16]=2)[CH:13]=1. (5) Given the reactants [Cl:1][C:2]1[CH:7]=[C:6]([C:8]([F:11])([F:10])[F:9])[CH:5]=[CH:4][C:3]=1[N:12]([CH2:42][CH3:43])[C:13]1[N:14]=[C:15]([C:31]2[CH:36]=[CH:35][CH:34]=[CH:33][C:32]=2[O:37][CH2:38][CH:39]2[CH2:41][CH2:40]2)[C:16]2[C:17](=[CH:19][N:20](CC3C=CC(OC)=CC=3)[N:21]=2)[N:18]=1.[H-].[Na+].O, predict the reaction product. The product is: [Cl:1][C:2]1[CH:7]=[C:6]([C:8]([F:10])([F:11])[F:9])[CH:5]=[CH:4][C:3]=1[N:12]([CH2:42][CH3:43])[C:13]1[N:14]=[C:15]([C:31]2[CH:36]=[CH:35][CH:34]=[CH:33][C:32]=2[O:37][CH2:38][CH:39]2[CH2:41][CH2:40]2)[C:16]2[NH:21][N:20]=[CH:19][C:17]=2[N:18]=1. (6) Given the reactants Cl.[NH2:2][C@H:3]([CH3:15])[C:4]([NH:6][O:7]CC1C=CC=CC=1)=[O:5].[F:16][C:17]1[CH:22]=[C:21]([CH:23]([CH3:27])[C:24]([OH:26])=O)[CH:20]=[CH:19][C:18]=1[C:28]1[CH:33]=[CH:32][CH:31]=[CH:30][CH:29]=1, predict the reaction product. The product is: [F:16][C:17]1[CH:22]=[C:21]([CH:23]([CH3:27])[C:24]([NH:2][C@H:3]([CH3:15])[C:4]([NH:6][OH:7])=[O:5])=[O:26])[CH:20]=[CH:19][C:18]=1[C:28]1[CH:33]=[CH:32][CH:31]=[CH:30][CH:29]=1. (7) Given the reactants [CH:1]1([C:6]([C:8]2[S:9][C:10]3[CH:17]=[CH:16][CH:15]=[CH:14][C:11]=3[C:12]=2[CH3:13])=O)[CH2:5][CH2:4][CH2:3][CH2:2]1.[NH2:18][C:19]1[CH:28]=[CH:27][C:22]([C:23]([O:25][CH3:26])=[O:24])=[CH:21][CH:20]=1.C(=O)([O-])O.[Na+].C([BH3-])#N.[Na+], predict the reaction product. The product is: [CH:1]1([CH:6]([NH:18][C:19]2[CH:20]=[CH:21][C:22]([C:23]([O:25][CH3:26])=[O:24])=[CH:27][CH:28]=2)[C:8]2[S:9][C:10]3[CH:17]=[CH:16][CH:15]=[CH:14][C:11]=3[C:12]=2[CH3:13])[CH2:5][CH2:4][CH2:3][CH2:2]1.